From a dataset of Forward reaction prediction with 1.9M reactions from USPTO patents (1976-2016). Predict the product of the given reaction. (1) Given the reactants [C:1]([C:3](=[C:7](SC)SC)[C:4]([NH2:6])=[O:5])#[N:2].[S:12]([NH2:22])(=[O:21])([C:14]1[CH:19]=[CH:18][C:17]([NH2:20])=[CH:16][CH:15]=1)=[O:13].O.[NH2:24][NH2:25], predict the reaction product. The product is: [NH2:2][C:1]1[NH:25][N:24]=[C:7]([NH:20][C:17]2[CH:16]=[CH:15][C:14]([S:12](=[O:21])(=[O:13])[NH2:22])=[CH:19][CH:18]=2)[C:3]=1[C:4]([NH2:6])=[O:5]. (2) Given the reactants Br[C:2]1[CH:7]=[C:6]([CH3:8])[CH:5]=[C:4]([N:9]2[C:13]([CH3:14])=[CH:12][CH:11]=[C:10]2[CH3:15])[N:3]=1.C([Li])CCC.C1C[O:24][CH2:23]C1, predict the reaction product. The product is: [CH3:15][C:10]1[N:9]([C:4]2[N:3]=[C:2]([CH2:23][OH:24])[CH:7]=[C:6]([CH3:8])[CH:5]=2)[C:13]([CH3:14])=[CH:12][CH:11]=1. (3) Given the reactants Cl[C:2]1[C:11]2[C:6](=[C:7]([CH3:14])[CH:8]=[C:9]([S:12][CH3:13])[CH:10]=2)[N:5]=[N:4][C:3]=1[C:15]([NH2:17])=[O:16].[F:18][C:19]1[N:24]=[CH:23][C:22]([NH2:25])=[CH:21][C:20]=1[CH3:26], predict the reaction product. The product is: [F:18][C:19]1[N:24]=[CH:23][C:22]([NH:25][C:2]2[C:11]3[C:6](=[C:7]([CH3:14])[CH:8]=[C:9]([S:12][CH3:13])[CH:10]=3)[N:5]=[N:4][C:3]=2[C:15]([NH2:17])=[O:16])=[CH:21][C:20]=1[CH3:26]. (4) Given the reactants [N+:1]([C:4]1[CH:9]=[C:8]([C:10]([F:13])([F:12])[F:11])[CH:7]=[C:6]([NH2:14])[C:5]=1[NH2:15])([O-:3])=[O:2].[C:16](N1C=CN=C1)(N1C=CN=C1)=[O:17], predict the reaction product. The product is: [N+:1]([C:4]1[C:5]2[NH:15][C:16](=[O:17])[NH:14][C:6]=2[CH:7]=[C:8]([C:10]([F:11])([F:12])[F:13])[CH:9]=1)([O-:3])=[O:2]. (5) Given the reactants C([C:3]1[N:8]=[C:7]2[C:9]([C:19](=[O:28])[NH:20][C@H:21]3[CH2:26][CH2:25][CH2:24][CH2:23][C@@H:22]3[OH:27])=[CH:10][N:11]([C:12](OC(C)(C)C)=O)[C:6]2=[CH:5][CH:4]=1)#N.BrC[C:31]1[CH:36]=[CH:35][CH:34]=[C:33]([F:37])[CH:32]=1.C(=O)([O-])[O-].[Cs+].[Cs+].CN(C=O)C, predict the reaction product. The product is: [F:37][C:33]1[CH:32]=[C:31]([CH:36]=[CH:35][CH:34]=1)[CH2:12][N:11]1[C:6]2[C:7](=[N:8][CH:3]=[CH:4][CH:5]=2)[C:9]([C:19]([NH:20][C@H:21]2[CH2:26][CH2:25][CH2:24][CH2:23][C@@H:22]2[OH:27])=[O:28])=[CH:10]1. (6) The product is: [NH2:8][CH2:9][CH2:10][CH2:11][CH2:12][CH2:13][CH2:14][O:15][C:16]1[C:39]([O:40][CH3:41])=[CH:38][C:19]2[C:20]3[N:25]([CH:26]([C:28]([CH3:33])([CH3:32])[CH2:29][O:30][CH3:31])[CH2:27][C:18]=2[CH:17]=1)[CH:24]=[C:23]([C:34]([OH:36])=[O:35])[C:22](=[O:37])[CH:21]=3. Given the reactants C(OC([NH:8][CH2:9][CH2:10][CH2:11][CH2:12][CH2:13][CH2:14][O:15][C:16]1[C:39]([O:40][CH3:41])=[CH:38][C:19]2[C:20]3[N:25]([CH:26]([C:28]([CH3:33])([CH3:32])[CH2:29][O:30][CH3:31])[CH2:27][C:18]=2[CH:17]=1)[CH:24]=[C:23]([C:34]([OH:36])=[O:35])[C:22](=[O:37])[CH:21]=3)=O)(C)(C)C.Cl.C([O-])([O-])=O.[Na+].[Na+], predict the reaction product. (7) The product is: [CH3:5][CH:4]([C:6]1[O:10][N:9]=[C:8]([C:11]2[CH:16]=[CH:15][CH:14]=[CH:13][C:12]=2[O:17][C:18]([F:21])([F:19])[F:20])[C:7]=1[CH2:22][O:23][C:24]1[CH:25]=[C:26]2[C:30](=[CH:31][CH:32]=1)[N:29]([CH2:33][C:34]1[CH:35]=[C:36]([CH:41]=[CH:42][CH:43]=1)[C:37]([OH:39])=[O:38])[CH:28]=[CH:27]2)[CH3:3]. Given the reactants [OH-].[Na+].[CH3:3][CH:4]([C:6]1[O:10][N:9]=[C:8]([C:11]2[CH:16]=[CH:15][CH:14]=[CH:13][C:12]=2[O:17][C:18]([F:21])([F:20])[F:19])[C:7]=1[CH2:22][O:23][C:24]1[CH:25]=[C:26]2[C:30](=[CH:31][CH:32]=1)[N:29]([CH2:33][C:34]1[CH:35]=[C:36]([CH:41]=[CH:42][CH:43]=1)[C:37]([O:39]C)=[O:38])[CH:28]=[CH:27]2)[CH3:5].Cl, predict the reaction product. (8) Given the reactants [Br:1][C:2]1[CH:7]=[C:6]([F:8])[CH:5]=[CH:4][C:3]=1[NH:9][C:10](=[O:14])[CH2:11][C:12]#[N:13].CO/[CH:17]=[CH:18]/[C:19](=O)[CH3:20].N12CCN(CC1)CC2.COCCOCCO, predict the reaction product. The product is: [Br:1][C:2]1[CH:7]=[C:6]([F:8])[CH:5]=[CH:4][C:3]=1[N:9]1[C:19]([CH3:20])=[CH:18][CH:17]=[C:11]([C:12]#[N:13])[C:10]1=[O:14]. (9) Given the reactants [Li+].C[Si]([N-][Si](C)(C)C)(C)C.[S:11]1[C:20]2[C:15](=[CH:16][CH:17]=[CH:18][CH:19]=2)[C:14](=[O:21])[CH2:13][CH2:12]1.C([C:24]([O:26][CH3:27])=[O:25])#N.[NH4+].[Cl-], predict the reaction product. The product is: [CH3:27][O:26][C:24]([CH:13]1[C:14](=[O:21])[C:15]2[C:20](=[CH:19][CH:18]=[CH:17][CH:16]=2)[S:11][CH2:12]1)=[O:25]. (10) Given the reactants [NH2:1][CH:2]([CH:7]1[CH2:9][CH2:8]1)[C:3]([O:5][CH3:6])=[O:4].C(N(C(C)C)CC)(C)C.CN(C(ON1N=NC2C=CC=NC1=2)=[N+](C)C)C.F[P-](F)(F)(F)(F)F.[CH3:43][C:44]1([S:53]([C:56]2[CH:61]=[CH:60][CH:59]=[C:58]([C:62]([F:65])([F:64])[F:63])[CH:57]=2)(=[O:55])=[O:54])[CH2:49][CH2:48][O:47][CH:46]([C:50](O)=[O:51])[CH2:45]1, predict the reaction product. The product is: [CH:7]1([CH:2]([NH:1][C:50]([CH:46]2[CH2:45][C:44]([CH3:43])([S:53]([C:56]3[CH:61]=[CH:60][CH:59]=[C:58]([C:62]([F:64])([F:63])[F:65])[CH:57]=3)(=[O:55])=[O:54])[CH2:49][CH2:48][O:47]2)=[O:51])[C:3]([O:5][CH3:6])=[O:4])[CH2:9][CH2:8]1.